This data is from Forward reaction prediction with 1.9M reactions from USPTO patents (1976-2016). The task is: Predict the product of the given reaction. (1) Given the reactants [CH2:1]([NH:8][C:9](=[O:28])[C@@H:10]([CH2:19][O:20]CC1C=CC=CC=1)[NH:11]C(OC(C)(C)C)=O)[C:2]1[CH:7]=[CH:6][CH:5]=[CH:4][CH:3]=1.Cl, predict the reaction product. The product is: [CH2:1]([NH:8][C:9](=[O:28])[C@@H:10]([CH:19]([CH2:1][C:2]1[CH:7]=[CH:6][CH:5]=[CH:4][CH:3]=1)[OH:20])[NH2:11])[C:2]1[CH:3]=[CH:4][CH:5]=[CH:6][CH:7]=1. (2) Given the reactants [C:9](O[C:9]([O:11][C:12]([CH3:15])([CH3:14])[CH3:13])=[O:10])([O:11][C:12]([CH3:15])([CH3:14])[CH3:13])=[O:10].[C:16]([N:19]1[C:28]2[C:23](=[C:24]([NH:47][C:48]3[CH:53]=[CH:52][CH:51]=[CH:50][CH:49]=3)[C:25]([C:29]3[CH:30]=[N:31][N:32]([CH:34]4[CH2:39][CH2:38][N:37]([C:40]([O:42][C:43]([CH3:46])([CH3:45])[CH3:44])=[O:41])[CH2:36][CH2:35]4)[CH:33]=3)=[CH:26][CH:27]=2)[CH2:22][CH2:21][C@@H:20]1[CH3:54])(=[O:18])[CH3:17].C(N1C2C(=CC(C3C=NN(C4CCN(C(OC(C)(C)C)=O)CC4)C=3)=CC=2)CC[C@@H]1C)(=O)C, predict the reaction product. The product is: [C:16]([N:19]1[C:28]2[C:23](=[C:24]([N:47]([C:9]([O:11][C:12]([CH3:13])([CH3:14])[CH3:15])=[O:10])[C:48]3[CH:49]=[CH:50][CH:51]=[CH:52][CH:53]=3)[C:25]([C:29]3[CH:30]=[N:31][N:32]([CH:34]4[CH2:39][CH2:38][N:37]([C:40]([O:42][C:43]([CH3:46])([CH3:45])[CH3:44])=[O:41])[CH2:36][CH2:35]4)[CH:33]=3)=[CH:26][CH:27]=2)[CH2:22][CH2:21][C@@H:20]1[CH3:54])(=[O:18])[CH3:17]. (3) Given the reactants Br[C:2]([CH3:10])([CH2:8][Br:9])[C:3]([O:5][CH2:6][CH3:7])=[O:4].C1CCN2C(=NCCC2)CC1.Cl, predict the reaction product. The product is: [Br:9]/[CH:8]=[C:2](\[CH3:10])/[C:3]([O:5][CH2:6][CH3:7])=[O:4]. (4) Given the reactants [Br:1][C:2]1[CH:11]=[C:10]([C:12](=O)[NH2:13])[CH:9]=[CH:8][C:3]=1[C:4]([O:6][CH3:7])=[O:5], predict the reaction product. The product is: [Br:1][C:2]1[CH:11]=[C:10]([C:12]#[N:13])[CH:9]=[CH:8][C:3]=1[C:4]([O:6][CH3:7])=[O:5].